From a dataset of Reaction yield outcomes from USPTO patents with 853,638 reactions. Predict the reaction yield, written as a fraction of the theoretical maximum amount of product (1.0 means a 100% yield; for example, 0.34 means a 34% yield). (1) The reactants are [CH3:1][O:2][C:3]1[CH:4]=[C:5]2[C:10](=[CH:11][C:12]=1[O:13][CH3:14])[N:9]=[CH:8][CH:7]=[C:6]2[O:15][C:16]1[CH:22]=[CH:21][C:19]([NH2:20])=[C:18]([CH3:23])[C:17]=1[CH3:24].C(N(CC)CC)C.[C:32](Cl)(Cl)=[S:33].[CH2:36]([N:38]([CH2:46][CH3:47])[C:39]1C=CC=C[C:40]=1[NH2:45])[CH3:37]. The catalyst is CN(C)C=O.C(OCC)(=O)C. The product is [CH3:1][O:2][C:3]1[CH:4]=[C:5]2[C:10](=[CH:11][C:12]=1[O:13][CH3:14])[N:9]=[CH:8][CH:7]=[C:6]2[O:15][C:16]1[CH:22]=[CH:21][C:19]([NH:20][C:32]([NH:45][CH2:40][CH2:39][N:38]([CH2:46][CH3:47])[CH2:36][CH3:37])=[S:33])=[C:18]([CH3:23])[C:17]=1[CH3:24]. The yield is 0.0500. (2) The reactants are Br[C:2]1[CH:10]=[CH:9][CH:8]=[C:7]2[C:3]=1[CH2:4][CH2:5][C:6]2=[O:11].[F:12][C:13]1[CH:18]=[CH:17][C:16](B(O)O)=[CH:15][CH:14]=1.C([O-])([O-])=O.[K+].[K+]. The catalyst is [Br-].C([N+](CCCC)(CCCC)CCCC)CCC.O.CC([O-])=O.CC([O-])=O.[Pd+2]. The product is [F:12][C:13]1[CH:18]=[CH:17][C:16]([C:2]2[CH:10]=[CH:9][CH:8]=[C:7]3[C:3]=2[CH2:4][CH2:5][C:6]3=[O:11])=[CH:15][CH:14]=1. The yield is 0.820. (3) The reactants are C1(C[N:8]2[CH2:13][CH2:12][N:11](CC3C=CC=CC=3)[CH2:10][CH:9]2[C:21]2([OH:32])[CH2:24][N:23]([C:25]([O:27][C:28]([CH3:31])([CH3:30])[CH3:29])=[O:26])[CH2:22]2)C=CC=CC=1.[H][H]. The catalyst is CO.[Pd]. The product is [OH:32][C:21]1([CH:9]2[CH2:10][NH:11][CH2:12][CH2:13][NH:8]2)[CH2:22][N:23]([C:25]([O:27][C:28]([CH3:31])([CH3:30])[CH3:29])=[O:26])[CH2:24]1. The yield is 0.950.